Dataset: Catalyst prediction with 721,799 reactions and 888 catalyst types from USPTO. Task: Predict which catalyst facilitates the given reaction. Reactant: [Cl:1][C:2]1[CH:10]=[C:9]2[C:5]([CH:6]=[C:7]([C:11](=[O:28])[NH:12][CH:13]([C:18]3[CH:23]=[CH:22][CH:21]=[C:20]([C:24]([F:27])([F:26])[F:25])[CH:19]=3)[C:14]([F:17])([F:16])[F:15])[NH:8]2)=[CH:4][C:3]=1[C:29]([O:31][CH2:32][CH3:33])=[O:30].[C:34](=O)([O-])[O-].[K+].[K+].IC. Product: [Cl:1][C:2]1[CH:10]=[C:9]2[C:5]([CH:6]=[C:7]([C:11](=[O:28])[NH:12][CH:13]([C:18]3[CH:23]=[CH:22][CH:21]=[C:20]([C:24]([F:25])([F:27])[F:26])[CH:19]=3)[C:14]([F:15])([F:17])[F:16])[N:8]2[CH3:34])=[CH:4][C:3]=1[C:29]([O:31][CH2:32][CH3:33])=[O:30]. The catalyst class is: 10.